Dataset: Forward reaction prediction with 1.9M reactions from USPTO patents (1976-2016). Task: Predict the product of the given reaction. (1) Given the reactants CCN(C(C)C)C(C)C.C1C=CC2N(O)N=NC=2C=1.CCN=C=NCCCN(C)C.[C:31]1([N:37]2[CH:41]=[C:40]([C:42]([OH:44])=O)[N:39]=[N:38]2)[CH:36]=[CH:35][CH:34]=[CH:33][CH:32]=1.Cl.[NH2:46][CH2:47][C:48]([N:50]1[CH2:55][CH2:54][N:53]([C:56]([C:58]2[CH:59]=[N:60][CH:61]=[CH:62][C:63]=2[C:64]([F:67])([F:66])[F:65])=[O:57])[CH2:52][CH2:51]1)=[O:49].FC(F)(F)C1C(C(O)=O)=CN=CC=1, predict the reaction product. The product is: [O:49]=[C:48]([N:50]1[CH2:55][CH2:54][N:53]([C:56]([C:58]2[CH:59]=[N:60][CH:61]=[CH:62][C:63]=2[C:64]([F:67])([F:66])[F:65])=[O:57])[CH2:52][CH2:51]1)[CH2:47][NH:46][C:42]([C:40]1[N:39]=[N:38][N:37]([C:31]2[CH:32]=[CH:33][CH:34]=[CH:35][CH:36]=2)[CH:41]=1)=[O:44]. (2) Given the reactants Br[CH2:2][CH2:3][CH2:4][OH:5].N[C@H](C(O)=O)CC1C=C2C(C=CC=C2)=CC=1.C([O-])([O-])=O.[K+].[K+].[C:28]1([CH:34]([C:49]2[CH:54]=[CH:53][CH:52]=[CH:51][CH:50]=2)[CH2:35][NH:36][CH2:37][C:38]2[CH:43]=[CH:42][CH:41]=[C:40]([C:44]([F:47])([F:46])[F:45])[C:39]=2[Cl:48])[CH:33]=[CH:32][CH:31]=[CH:30][CH:29]=1, predict the reaction product. The product is: [C:49]1([CH:34]([C:28]2[CH:33]=[CH:32][CH:31]=[CH:30][CH:29]=2)[CH2:35][N:36]([CH2:2][CH2:3][CH2:4][OH:5])[CH2:37][C:38]2[CH:43]=[CH:42][CH:41]=[C:40]([C:44]([F:45])([F:46])[F:47])[C:39]=2[Cl:48])[CH:50]=[CH:51][CH:52]=[CH:53][CH:54]=1.